From a dataset of NCI-60 drug combinations with 297,098 pairs across 59 cell lines. Regression. Given two drug SMILES strings and cell line genomic features, predict the synergy score measuring deviation from expected non-interaction effect. (1) Drug 1: C1=CC(=C2C(=C1NCCNCCO)C(=O)C3=C(C=CC(=C3C2=O)O)O)NCCNCCO. Drug 2: C1=CC(=CC=C1CC(C(=O)O)N)N(CCCl)CCCl.Cl. Cell line: OVCAR-8. Synergy scores: CSS=46.9, Synergy_ZIP=-2.39, Synergy_Bliss=0.721, Synergy_Loewe=-10.1, Synergy_HSA=2.59. (2) Drug 1: C1CCC(C1)C(CC#N)N2C=C(C=N2)C3=C4C=CNC4=NC=N3. Drug 2: CC1=C(C=C(C=C1)NC(=O)C2=CC=C(C=C2)CN3CCN(CC3)C)NC4=NC=CC(=N4)C5=CN=CC=C5. Cell line: T-47D. Synergy scores: CSS=0.429, Synergy_ZIP=3.82, Synergy_Bliss=7.28, Synergy_Loewe=0.736, Synergy_HSA=2.04. (3) Drug 1: CC1OCC2C(O1)C(C(C(O2)OC3C4COC(=O)C4C(C5=CC6=C(C=C35)OCO6)C7=CC(=C(C(=C7)OC)O)OC)O)O. Drug 2: CC1=C2C(C(=O)C3(C(CC4C(C3C(C(C2(C)C)(CC1OC(=O)C(C(C5=CC=CC=C5)NC(=O)C6=CC=CC=C6)O)O)OC(=O)C7=CC=CC=C7)(CO4)OC(=O)C)O)C)OC(=O)C. Cell line: SF-268. Synergy scores: CSS=41.4, Synergy_ZIP=0.493, Synergy_Bliss=2.92, Synergy_Loewe=-2.92, Synergy_HSA=2.57.